Predict the reaction yield, written as a fraction of the theoretical maximum amount of product (1.0 means a 100% yield; for example, 0.34 means a 34% yield). From a dataset of Reaction yield outcomes from USPTO patents with 853,638 reactions. The reactants are [S:1]1[C:5]2[CH:6]=[CH:7][CH:8]=[CH:9][C:4]=2[N:3]=[C:2]1[NH:10][C@H:11]1[CH2:14][C@H:13]([NH:15][C:16]2[C:21]([N+:22]([O-])=O)=[CH:20][CH:19]=[CH:18][N:17]=2)[CH2:12]1.[Cl-].[NH4+]. The catalyst is O.C(O)C.[Fe]. The product is [S:1]1[C:5]2[CH:6]=[CH:7][CH:8]=[CH:9][C:4]=2[N:3]=[C:2]1[NH:10][C@H:11]1[CH2:12][C@H:13]([NH:15][C:16]2[C:21]([NH2:22])=[CH:20][CH:19]=[CH:18][N:17]=2)[CH2:14]1. The yield is 0.699.